The task is: Predict the reaction yield, written as a fraction of the theoretical maximum amount of product (1.0 means a 100% yield; for example, 0.34 means a 34% yield).. This data is from Reaction yield outcomes from USPTO patents with 853,638 reactions. (1) The reactants are [N:1]1([C:7]2[CH:8]=[C:9]([N:16]3[CH2:21][CH2:20][O:19][CH2:18][CH2:17]3)[CH:10]=[C:11]([N+:13]([O-])=O)[CH:12]=2)[CH2:6][CH2:5][O:4][CH2:3][CH2:2]1. The catalyst is C(O)C.[Pd]. The product is [N:1]1([C:7]2[CH:12]=[C:11]([CH:10]=[C:9]([N:16]3[CH2:17][CH2:18][O:19][CH2:20][CH2:21]3)[CH:8]=2)[NH2:13])[CH2:2][CH2:3][O:4][CH2:5][CH2:6]1. The yield is 0.970. (2) The reactants are [CH2:1]([O:8][C:9]([N:11]1[CH2:14][CH:13]([OH:15])[CH2:12]1)=[O:10])[C:2]1[CH:7]=[CH:6][CH:5]=[CH:4][CH:3]=1.[OH-].[Na+].[CH2:18]([CH:20]1[O:22][CH2:21]1)Cl. The catalyst is CS(C)=O.O. The product is [CH2:1]([O:8][C:9]([N:11]1[CH2:14][CH:13]([O:15][CH2:18][CH:20]2[CH2:21][O:22]2)[CH2:12]1)=[O:10])[C:2]1[CH:7]=[CH:6][CH:5]=[CH:4][CH:3]=1. The yield is 0.840. (3) The reactants are [CH3:1][C:2]1[N:10]([C:11]([C:13]2[CH:14]=[CH:15][C:16]([Cl:19])=[CH:17][CH:18]=2)=[O:12])[C:9]2[CH:8]=[CH:7][C:6]([O:20][CH3:21])=[CH:5][C:4]=2[C:3]=1[CH2:22][C:23](O)=[O:24].[C:26]([O:30][C:31](=[O:36])[NH:32][CH2:33][CH2:34][NH2:35])([CH3:29])([CH3:28])[CH3:27].Cl.C(N=C=NCCCN(C)C)C.ON1C2C=CC=CC=2N=N1.C(N(CC)C(C)C)(C)C. The catalyst is CN(C)C=O. The product is [Cl:19][C:16]1[CH:15]=[CH:14][C:13]([C:11]([N:10]2[C:9]3[C:4](=[CH:5][C:6]([O:20][CH3:21])=[CH:7][CH:8]=3)[C:3]([CH2:22][C:23]([NH:35][CH2:34][CH2:33][NH:32][C:31](=[O:36])[O:30][C:26]([CH3:29])([CH3:27])[CH3:28])=[O:24])=[C:2]2[CH3:1])=[O:12])=[CH:18][CH:17]=1. The yield is 0.750. (4) The reactants are [OH-].[Na+].C[O:4][C:5]([C:7]1[N:8]=[C:9]2[C:14]([C:15]([F:18])([F:17])[F:16])=[CH:13][C:12]([C:19]3[CH:20]=[N:21][N:22](C(OC(C)(C)C)=O)[CH:23]=3)=[CH:11][N:10]2[C:31]=1[Cl:32])=[O:6].C(O)(=O)CC(CC(O)=O)(C(O)=O)O. The catalyst is C1COCC1.CN(C=O)C. The product is [Cl:32][C:31]1[N:10]2[CH:11]=[C:12]([C:19]3[CH:20]=[N:21][NH:22][CH:23]=3)[CH:13]=[C:14]([C:15]([F:18])([F:16])[F:17])[C:9]2=[N:8][C:7]=1[C:5]([OH:6])=[O:4]. The yield is 0.870. (5) The reactants are [Cl:1][C:2]1[CH:3]=[C:4]2[C:9](=[C:10](I)[CH:11]=1)[O:8][CH:7]([C:13]([F:16])([F:15])[F:14])[C:6]([C:17]([O:19][CH2:20][CH3:21])=[O:18])=[CH:5]2.[CH3:22][C:23]([C:25]#[CH:26])=[CH2:24].O.CCOC(C)=O. The catalyst is C1(C)C=CC=CC=1.C1C=CC([P]([Pd]([P](C2C=CC=CC=2)(C2C=CC=CC=2)C2C=CC=CC=2)([P](C2C=CC=CC=2)(C2C=CC=CC=2)C2C=CC=CC=2)[P](C2C=CC=CC=2)(C2C=CC=CC=2)C2C=CC=CC=2)(C2C=CC=CC=2)C2C=CC=CC=2)=CC=1.[Cu]I. The product is [Cl:1][C:2]1[CH:3]=[C:4]2[C:9](=[C:10]([C:26]#[C:25][C:23]([CH3:24])=[CH2:22])[CH:11]=1)[O:8][CH:7]([C:13]([F:16])([F:15])[F:14])[C:6]([C:17]([O:19][CH2:20][CH3:21])=[O:18])=[CH:5]2. The yield is 0.530. (6) The reactants are [NH2:1][C:2]1[S:3][C:4]2[CH:10]=[C:9]([N+:11]([O-])=O)[CH:8]=[CH:7][C:5]=2[N:6]=1.[H][H]. The catalyst is CO.[Pd]. The product is [NH2:1][C:2]1[S:3][C:4]2[CH:10]=[C:9]([NH2:11])[CH:8]=[CH:7][C:5]=2[N:6]=1. The yield is 0.990. (7) The reactants are [CH3:1][C:2]1[C:6]([CH2:7][N:8]2[CH:12]=[C:11]([NH:13][C:14]([NH:16][CH2:17][CH2:18][C:19]3[CH:24]=[CH:23][CH:22]=[CH:21][CH:20]=3)=[O:15])[CH:10]=[N:9]2)=[C:5]([CH3:25])[O:4][N:3]=1.[C:26](=[O:31])=[N:27][C:28](Cl)=[O:29]. The catalyst is C1COCC1. The product is [CH3:1][C:2]1[C:6]([CH2:7][N:8]2[CH:12]=[C:11]([N:13]3[C:28](=[O:29])[NH:27][C:26](=[O:31])[N:16]([CH2:17][CH2:18][C:19]4[CH:20]=[CH:21][CH:22]=[CH:23][CH:24]=4)[C:14]3=[O:15])[CH:10]=[N:9]2)=[C:5]([CH3:25])[O:4][N:3]=1. The yield is 0.830. (8) The reactants are [N-:1]=[N+:2]=[N-:3].[Na+].S([CH:9]1[CH2:16][CH2:15][CH2:14][CH:13]=[CH:12][CH2:11][CH2:10]1)(C)(=O)=O. The catalyst is CS(C)=O. The product is [N:1]([CH:14]1[CH2:13][CH2:12][CH2:11][CH:10]=[CH:9][CH2:16][CH2:15]1)=[N+:2]=[N-:3]. The yield is 0.740. (9) The reactants are [CH3:1][S:2][CH2:3][CH2:4][C@H:5]([N:9]1[CH2:17][C:16]2[C:11](=[CH:12][CH:13]=[CH:14][C:15]=2[C:18]([F:21])([F:20])[F:19])[C:10]1=[O:22])[C:6](O)=[O:7].C(Cl)(=O)C(Cl)=O.[CH3:29][C:30]1([CH3:42])[O:34][C@@H:33]([C:35]2[N:36]=[CH:37][C:38]([NH2:41])=[N:39][CH:40]=2)[CH2:32][O:31]1.N1C(C)=CC=CC=1C. The catalyst is C(Cl)Cl.CN(C)C=O.CO. The product is [CH3:29][C:30]1([CH3:42])[O:34][C@@H:33]([C:35]2[N:36]=[CH:37][C:38]([NH:41][C:6](=[O:7])[C@@H:5]([N:9]3[CH2:17][C:16]4[C:11](=[CH:12][CH:13]=[CH:14][C:15]=4[C:18]([F:20])([F:19])[F:21])[C:10]3=[O:22])[CH2:4][CH2:3][S:2][CH3:1])=[N:39][CH:40]=2)[CH2:32][O:31]1. The yield is 0.320. (10) The reactants are [C:1]1([C:7]2[S:8][C:9]([CH2:12]O)=[CH:10][N:11]=2)[CH:6]=[CH:5][CH:4]=[CH:3][CH:2]=1.C1(P(C2C=CC=CC=2)C2C=CC=CC=2)C=CC=CC=1.C(Br)(Br)(Br)[Br:34]. The catalyst is C(Cl)Cl. The product is [Br:34][CH2:12][C:9]1[S:8][C:7]([C:1]2[CH:6]=[CH:5][CH:4]=[CH:3][CH:2]=2)=[N:11][CH:10]=1. The yield is 0.480.